This data is from Catalyst prediction with 721,799 reactions and 888 catalyst types from USPTO. The task is: Predict which catalyst facilitates the given reaction. (1) Reactant: [CH2:1]([O:8][C:9]1[CH:10]=[C:11]([S:15][C:16]2[CH:21]=[CH:20][C:19]([CH2:22][CH2:23][CH2:24][C:25]([C:30]([O:32][CH2:33][CH3:34])=[O:31])([CH3:29])C(O)=O)=[C:18]([Cl:35])[CH:17]=2)[CH:12]=[CH:13][CH:14]=1)[C:2]1[CH:7]=[CH:6][CH:5]=[CH:4][CH:3]=1.C([N:38]([CH2:41]C)CC)C.C1C=CC(P(N=[N+]=[N-])(C2C=CC=CC=2)=O)=CC=1.[CH3:60][OH:61].[OH2:62]. Product: [CH2:1]([O:8][C:9]1[CH:10]=[C:11]([S:15][C:16]2[CH:21]=[CH:20][C:19]([CH2:22][CH2:23][CH2:24][C:25]([NH:38][C:41]([O:61][CH3:60])=[O:62])([CH3:29])[C:30]([O:32][CH2:33][CH3:34])=[O:31])=[C:18]([Cl:35])[CH:17]=2)[CH:12]=[CH:13][CH:14]=1)[C:2]1[CH:3]=[CH:4][CH:5]=[CH:6][CH:7]=1. The catalyst class is: 48. (2) The catalyst class is: 76. Reactant: [CH3:1][O:2][C:3](=[O:14])[C:4]([C:6]1[CH:11]=[CH:10][C:9]([Cl:12])=[CH:8][C:7]=1[Cl:13])=[CH2:5].[NH:15]1[CH2:19][CH2:18][CH2:17][CH2:16]1. Product: [CH3:1][O:2][C:3](=[O:14])[CH:4]([C:6]1[CH:11]=[CH:10][C:9]([Cl:12])=[CH:8][C:7]=1[Cl:13])[CH2:5][N:15]1[CH2:19][CH2:18][CH2:17][CH2:16]1. (3) Reactant: [OH-].[K+].[CH:3]1([C:9]#[C:10][CH3:11])[CH2:8][CH2:7][CH2:6][CH2:5][CH2:4]1.[SiH2:12]([CH2:15][CH3:16])[CH2:13][CH3:14]. Product: [CH:3]1([CH2:9][C:10]#[C:11][Si:12]([C:11]#[C:10][CH2:9][CH:3]2[CH2:8][CH2:7][CH2:6][CH2:5][CH2:4]2)([CH2:15][CH3:16])[CH2:13][CH3:14])[CH2:8][CH2:7][CH2:6][CH2:5][CH2:4]1. The catalyst class is: 7. (4) Reactant: CN(C(ON1N=NC2C=CC=NC1=2)=[N+](C)C)C.F[P-](F)(F)(F)(F)F.C(N(CC)C(C)C)(C)C.[CH2:34]([O:41][C:42]([NH:44][C@@H:45]([CH2:50][CH2:51][CH2:52][CH2:53][NH:54][C:55]([O:57][CH2:58][C:59]1[CH:64]=[CH:63][CH:62]=[CH:61][CH:60]=1)=[O:56])[CH2:46][C:47]([OH:49])=O)=[O:43])[C:35]1[CH:40]=[CH:39][CH:38]=[CH:37][CH:36]=1.[C:65]([O:69][C:70](=[O:77])[NH:71][CH2:72][CH:73]([OH:76])[CH2:74][NH2:75])([CH3:68])([CH3:67])[CH3:66]. Product: [CH2:34]([O:41][C:42](=[O:43])[NH:44][C@H:45]([CH2:46][C:47]([NH:75][CH2:74][CH:73]([OH:76])[CH2:72][NH:71][C:70]([O:69][C:65]([CH3:67])([CH3:66])[CH3:68])=[O:77])=[O:49])[CH2:50][CH2:51][CH2:52][CH2:53][NH:54][C:55]([O:57][CH2:58][C:59]1[CH:64]=[CH:63][CH:62]=[CH:61][CH:60]=1)=[O:56])[C:35]1[CH:36]=[CH:37][CH:38]=[CH:39][CH:40]=1. The catalyst class is: 3. (5) Product: [CH:1]1([S:4]([C:7]2[N:12]=[C:11]([CH3:13])[C:10]([OH:21])=[CH:9][CH:8]=2)(=[O:6])=[O:5])[CH2:3][CH2:2]1. Reactant: [CH:1]1([S:4]([C:7]2[N:12]=[C:11]([CH3:13])[C:10](N)=[CH:9][CH:8]=2)(=[O:6])=[O:5])[CH2:3][CH2:2]1.B(F)(F)F.CC[O:21]CC.N(OC(C)(C)C)=O.C(O)(=O)C.O. The catalyst class is: 680.